Dataset: Forward reaction prediction with 1.9M reactions from USPTO patents (1976-2016). Task: Predict the product of the given reaction. (1) Given the reactants C(O[C:6]([N:8](C)[C@@H:9]([C:31]([CH3:39])([C:33]1[CH:38]=[CH:37][CH:36]=[CH:35][CH:34]=1)[CH3:32])[CH2:10][NH:11][C@H:12]([C:17]([N:19]([CH3:30])[C@@H:20]([CH:27]([CH3:29])[CH3:28])/[CH:21]=[C:22](\[CH3:26])/[C:23]([OH:25])=[O:24])=[O:18])[C:13]([CH3:16])([CH3:15])[CH3:14])=O)(C)(C)C.Cl, predict the reaction product. The product is: [CH3:26]/[C:22](=[CH:21]\[C@@H:20]([N:19]([CH3:30])[C:17](=[O:18])[C@H:12]([C:13]([CH3:16])([CH3:15])[CH3:14])[NH:11][CH2:10][C@@H:9]([NH:8][CH3:6])[C:31]([CH3:32])([C:33]1[CH:38]=[CH:37][CH:36]=[CH:35][CH:34]=1)[CH3:39])[CH:27]([CH3:29])[CH3:28])/[C:23]([OH:25])=[O:24]. (2) Given the reactants [N:1]1[CH:6]=[CH:5][N:4]=[CH:3][C:2]=1[C:7]([OH:9])=O.[NH2:10][C:11]([CH3:17])([CH3:16])[C:12]([O:14][CH3:15])=[O:13].Cl.N1C(C)=CC(C)=CC=1C.CN(C(ON1N=NC2C=CC=NC1=2)=[N+](C)C)C.F[P-](F)(F)(F)(F)F, predict the reaction product. The product is: [CH3:16][C:11]([NH:10][C:7]([C:2]1[CH:3]=[N:4][CH:5]=[CH:6][N:1]=1)=[O:9])([CH3:17])[C:12]([O:14][CH3:15])=[O:13]. (3) Given the reactants [NH2:1][C:2]1[N:7]=[C:6](OS(C(F)(F)F)(=O)=O)[C:5]([CH3:16])=[C:4]([C:17]2[O:18][CH:19]=[CH:20][CH:21]=2)[N:3]=1.[CH2:22]([NH2:29])[C:23]1[CH:28]=[CH:27][CH:26]=[CH:25][CH:24]=1.O, predict the reaction product. The product is: [CH2:22]([NH:29][C:6]1[C:5]([CH3:16])=[C:4]([C:17]2[O:18][CH:19]=[CH:20][CH:21]=2)[N:3]=[C:2]([NH2:1])[N:7]=1)[C:23]1[CH:28]=[CH:27][CH:26]=[CH:25][CH:24]=1. (4) Given the reactants [CH3:1][O:2][C:3](=[O:53])[C@@H:4]([NH:20][C:21]([C@@H:23]1[CH2:32][C:31]2[CH:30]=[C:29]3[O:33][CH2:34][C@@H:35]([C:37]4[CH:42]=[CH:41][C:40]([O:43][CH2:44][C:45]5[CH:50]=[CH:49][C:48]([Cl:51])=[C:47]([Cl:52])[CH:46]=5)=[CH:39][CH:38]=4)[O:36][C:28]3=[CH:27][C:26]=2[CH2:25][NH:24]1)=[O:22])[CH2:5][C:6]1[CH:11]=[CH:10][C:9]([C:12]2[CH:17]=[CH:16][C:15]([C:18]#[N:19])=[CH:14][CH:13]=2)=[CH:8][CH:7]=1.Br[CH2:55][CH2:56][CH2:57][C:58]1[CH:63]=[CH:62][CH:61]=[CH:60][CH:59]=1.C([O-])(O)=O.[Na+], predict the reaction product. The product is: [CH3:1][O:2][C:3](=[O:53])[C@@H:4]([NH:20][C:21]([C@@H:23]1[CH2:32][C:31]2[CH:30]=[C:29]3[O:33][CH2:34][C@@H:35]([C:37]4[CH:42]=[CH:41][C:40]([O:43][CH2:44][C:45]5[CH:50]=[CH:49][C:48]([Cl:51])=[C:47]([Cl:52])[CH:46]=5)=[CH:39][CH:38]=4)[O:36][C:28]3=[CH:27][C:26]=2[CH2:25][N:24]1[CH:57]([C:58]1[CH:63]=[CH:62][CH:61]=[CH:60][CH:59]=1)[CH2:56][CH3:55])=[O:22])[CH2:5][C:6]1[CH:11]=[CH:10][C:9]([C:12]2[CH:13]=[CH:14][C:15]([C:18]#[N:19])=[CH:16][CH:17]=2)=[CH:8][CH:7]=1. (5) Given the reactants [C:1]1([C:14]2[CH:19]=[CH:18][CH:17]=[CH:16][CH:15]=2)[CH:6]=[CH:5][C:4]([CH2:7][C@H:8]2[NH:12][C:11](=[O:13])[CH2:10][CH2:9]2)=[CH:3][CH:2]=1.C(N(CC)CC)C.[C:27](Cl)(=[O:32])[C:28]([CH3:31])([CH3:30])[CH3:29].C(O)(=O)CC(CC(O)=O)(C(O)=O)O, predict the reaction product. The product is: [C:1]1([C:14]2[CH:15]=[CH:16][CH:17]=[CH:18][CH:19]=2)[CH:2]=[CH:3][C:4]([CH2:7][C@H:8]2[N:12]([C:27](=[O:32])[C:28]([CH3:31])([CH3:30])[CH3:29])[C:11](=[O:13])[CH2:10][CH2:9]2)=[CH:5][CH:6]=1. (6) Given the reactants C(=O)([O-])[O-].[Cs+].[Cs+].[CH:7]([N:20]1[C:24]2=[N:25][C:26]([OH:35])=[CH:27][C:28]([C:29]3[CH:34]=[CH:33][CH:32]=[CH:31][CH:30]=3)=[C:23]2[C:22]([C:36]#[N:37])=[CH:21]1)([C:14]1[CH:19]=[CH:18][CH:17]=[CH:16][CH:15]=1)[C:8]1[CH:13]=[CH:12][CH:11]=[CH:10][CH:9]=1.Cl.Br[CH2:40][CH2:41][N:42]([CH2:45][CH3:46])[CH2:43][CH3:44].C(OCC)(=O)C, predict the reaction product. The product is: [CH:7]([N:20]1[C:24]2=[N:25][C:26]([O:35][CH2:40][CH2:41][N:42]([CH2:45][CH3:46])[CH2:43][CH3:44])=[CH:27][C:28]([C:29]3[CH:34]=[CH:33][CH:32]=[CH:31][CH:30]=3)=[C:23]2[C:22]([C:36]#[N:37])=[CH:21]1)([C:14]1[CH:15]=[CH:16][CH:17]=[CH:18][CH:19]=1)[C:8]1[CH:13]=[CH:12][CH:11]=[CH:10][CH:9]=1. (7) Given the reactants [Br:1][C:2]1[N:7]=[C:6]([NH2:8])[CH:5]=[CH:4][CH:3]=1.[CH3:9][C:10]([CH3:15])([CH3:14])[C:11](Cl)=[O:12], predict the reaction product. The product is: [Br:1][C:2]1[N:7]=[C:6]([NH:8][C:11](=[O:12])[C:10]([CH3:15])([CH3:14])[CH3:9])[CH:5]=[CH:4][CH:3]=1.